Predict the reaction yield, written as a fraction of the theoretical maximum amount of product (1.0 means a 100% yield; for example, 0.34 means a 34% yield). From a dataset of Reaction yield outcomes from USPTO patents with 853,638 reactions. (1) The reactants are Cl.[F:2][C:3]([F:20])([F:19])[C:4]1[C:12]2[N:11]=[C:10]([CH2:13][NH2:14])[NH:9][C:8]=2[CH:7]=[C:6]([C:15]([F:18])([F:17])[F:16])[CH:5]=1.[C:21]([O:25][C:26]([NH:28][CH2:29][C:30](O)=[O:31])=[O:27])([CH3:24])([CH3:23])[CH3:22].CN(C(ON1N=NC2C=CC=NC1=2)=[N+](C)C)C.F[P-](F)(F)(F)(F)F. The catalyst is C(Cl)Cl. The product is [F:18][C:15]([F:16])([F:17])[C:6]1[CH:5]=[C:4]([C:3]([F:2])([F:19])[F:20])[C:12]2[NH:11][C:10]([CH2:13][NH:14][C:30](=[O:31])[CH2:29][NH:28][C:26](=[O:27])[O:25][C:21]([CH3:22])([CH3:23])[CH3:24])=[N:9][C:8]=2[CH:7]=1. The yield is 0.640. (2) The reactants are [CH:1]([N:4]1[CH2:9][CH2:8][NH:7][C:6](=[O:10])[CH2:5]1)([CH3:3])[CH3:2].[H-].[Na+].Br[CH2:14][C:15]1[N:16]([CH3:41])[C:17]2[C:22]([N:23]=1)=[C:21]([N:24]1[CH2:29][CH2:28][O:27][CH2:26][CH2:25]1)[N:20]=[C:19]([N:30]1[C:34]3[CH:35]=[CH:36][CH:37]=[CH:38][C:33]=3[N:32]=[C:31]1[CH2:39][CH3:40])[N:18]=2. The catalyst is CN(C=O)C. The product is [CH2:39]([C:31]1[N:30]([C:19]2[N:18]=[C:17]3[C:22]([N:23]=[C:15]([CH2:14][N:7]4[CH2:8][CH2:9][N:4]([CH:1]([CH3:3])[CH3:2])[CH2:5][C:6]4=[O:10])[N:16]3[CH3:41])=[C:21]([N:24]3[CH2:29][CH2:28][O:27][CH2:26][CH2:25]3)[N:20]=2)[C:34]2[CH:35]=[CH:36][CH:37]=[CH:38][C:33]=2[N:32]=1)[CH3:40]. The yield is 0.150. (3) The reactants are [OH:1][C:2]1[C:11]2[C:6](=[N:7][CH:8]=[C:9]([I:12])[CH:10]=2)[N:5]([CH3:13])[C:4](=[O:14])[C:3]=1[C:15](=[O:22])[CH2:16][CH2:17][C:18]([O:20]C)=[O:19].C(OC1C2C(=NC=C(I)C=2)N(C)C(=O)C=1)(=O)CCC(OC)=O.C([O-])(=O)C.[Na+]. No catalyst specified. The product is [OH:1][C:2]1[C:11]2[C:6](=[N:7][CH:8]=[C:9]([I:12])[CH:10]=2)[N:5]([CH3:13])[C:4](=[O:14])[C:3]=1[C:15](=[O:22])[CH2:16][CH2:17][C:18]([OH:20])=[O:19]. The yield is 0.270. (4) The reactants are [O:1]1[C:5]2[CH:6]=[CH:7][C:8]([C:10]3([C:13]([OH:15])=O)[CH2:12][CH2:11]3)=[CH:9][C:4]=2[O:3][CH2:2]1.CN(C(ON1N=NC2C=CC=CC1=2)=[N+](C)C)C.F[P-](F)(F)(F)(F)F.CCN(CC)CC.[NH2:47][C:48]1[CH:49]=[C:50]2[C:54](=[CH:55][CH:56]=1)[NH:53][C:52]([C:57]([CH3:61])([CH3:60])[CH2:58][OH:59])=[CH:51]2. The catalyst is C(#N)C. The product is [O:1]1[C:5]2[CH:6]=[CH:7][C:8]([C:10]3([C:13]([NH:47][C:48]4[CH:49]=[C:50]5[C:54](=[CH:55][CH:56]=4)[NH:53][C:52]([C:57]([CH3:61])([CH3:60])[CH2:58][OH:59])=[CH:51]5)=[O:15])[CH2:11][CH2:12]3)=[CH:9][C:4]=2[O:3][CH2:2]1. The yield is 0.750.